The task is: Predict the product of the given reaction.. This data is from Forward reaction prediction with 1.9M reactions from USPTO patents (1976-2016). The product is: [Cl:39][C:36]1[CH:8]=[CH:9][C:5]([CH:6]([CH3:7])[CH3:16])=[C:4]([N:1]=[C:2]=[O:3])[C:15]=1[CH:11]([CH3:10])[CH3:12]. Given the reactants [N:1]([C:4]1[C:15]2CC[CH2:12][C:11]=2[CH:10]=[C:9]2[C:5]=1[CH2:6][CH2:7][CH2:8]2)=[C:2]=[O:3].[CH2:16]1C2C(=C(N)C3CCCC=3C=2)CC1.C(N(CC)CC)C.[C:36]([Cl:39])(Cl)=O, predict the reaction product.